The task is: Predict the reactants needed to synthesize the given product.. This data is from Full USPTO retrosynthesis dataset with 1.9M reactions from patents (1976-2016). (1) Given the product [F:21][C:22]1[CH:30]=[C:29]2[C:25]([C:26]([C:40]3[CH:55]=[CH:54][C:43]4[NH:44][C:45]([CH2:47][N:48]5[CH2:49][CH2:50][O:51][CH2:52][CH2:53]5)=[N:46][C:42]=4[CH:41]=3)=[CH:27][NH:28]2)=[CH:24][CH:23]=1, predict the reactants needed to synthesize it. The reactants are: FC1C=C2C(C(I)=CN2S(C2C=CC=CC=2)(=O)=O)=CC=1.[F:21][C:22]1[CH:30]=[C:29]2[C:25]([C:26]([C:40]3[CH:55]=[CH:54][C:43]4[NH:44][C:45]([CH2:47][N:48]5[CH2:53][CH2:52][O:51][CH2:50][CH2:49]5)=[N:46][C:42]=4[CH:41]=3)=[CH:27][N:28]2S(C2C=CC=CC=2)(=O)=O)=[CH:24][CH:23]=1. (2) Given the product [N+:12]([C:15]1[CH:20]=[CH:19][C:18]([CH2:21][CH2:22][CH2:23][NH:1][C:2]2[CH:10]=[C:6]([C:7]([OH:9])=[O:8])[C:5]([OH:11])=[CH:4][CH:3]=2)=[CH:17][CH:16]=1)([O-:14])=[O:13], predict the reactants needed to synthesize it. The reactants are: [NH2:1][C:2]1[CH:10]=[C:6]([C:7]([OH:9])=[O:8])[C:5]([OH:11])=[CH:4][CH:3]=1.[N+:12]([C:15]1[CH:20]=[CH:19][C:18]([CH2:21][CH2:22][CH2:23]Br)=[CH:17][CH:16]=1)([O-:14])=[O:13]. (3) Given the product [Cl:1][C:2]1[C:7]([F:8])=[CH:6][CH:5]=[CH:4][C:3]=1[N:9]1[C:13]([O:14][S:34]([C:37]([F:40])([F:39])[F:38])(=[O:36])=[O:35])=[CH:12][C:11]([C:15]([O:17][CH2:18][CH3:19])=[O:16])=[N:10]1, predict the reactants needed to synthesize it. The reactants are: [Cl:1][C:2]1[C:7]([F:8])=[CH:6][CH:5]=[CH:4][C:3]=1[N:9]1[C:13]([OH:14])=[CH:12][C:11]([C:15]([O:17][CH2:18][CH3:19])=[O:16])=[N:10]1.C(N(CC)CC)C.C1C=CC(N([S:34]([C:37]([F:40])([F:39])[F:38])(=[O:36])=[O:35])[S:34]([C:37]([F:40])([F:39])[F:38])(=[O:36])=[O:35])=CC=1. (4) Given the product [F:61][C:59]1[CH:58]=[C:55]([CH:54]=[C:53]([N:6]2[CH2:7][CH2:8][CH:2]([CH3:1])[C:3]3[O:11][C:10]([C:12]4[CH:17]=[CH:16][CH:15]=[CH:14][N:13]=4)=[N:9][C:4]=3[CH2:5]2)[CH:60]=1)[C:56]#[N:57], predict the reactants needed to synthesize it. The reactants are: [CH3:1][CH:2]1[CH2:8][CH2:7][NH:6][CH2:5][C:4]2[N:9]=[C:10]([C:12]3[CH:17]=[CH:16][CH:15]=[CH:14][N:13]=3)[O:11][C:3]1=2.CC(C1C=C(C(C)C)C(C2C=CC=CC=2P(C2CCCCC2)C2CCCCC2)=C(C(C)C)C=1)C.Br[C:53]1[CH:54]=[C:55]([CH:58]=[C:59]([F:61])[CH:60]=1)[C:56]#[N:57]. (5) Given the product [F:32][C:20]1[C:21]([NH:25][S:26]([CH2:29][CH2:30][CH3:31])(=[O:27])=[O:28])=[CH:22][CH:23]=[CH:24][C:19]=1[NH:18][C:16]([C:13]1[C:9]2[N:10]=[CH:11][N:12]=[C:7]([NH2:6])[C:8]=2[S:15][CH:14]=1)=[O:17], predict the reactants needed to synthesize it. The reactants are: COC1C=C(OC)C=CC=1C[NH:6][C:7]1[C:8]2[S:15][CH:14]=[C:13]([C:16]([NH:18][C:19]3[CH:24]=[CH:23][CH:22]=[C:21]([NH:25][S:26]([CH2:29][CH2:30][CH3:31])(=[O:28])=[O:27])[C:20]=3[F:32])=[O:17])[C:9]=2[N:10]=[CH:11][N:12]=1. (6) Given the product [C:11]([C:8]1[CH:7]=[C:3]2[C:2](=[CH:10][CH:9]=1)[N:1]=[C:18]([C:17]1[CH:21]=[CH:22][CH:23]=[CH:24][C:16]=1[Cl:15])[N:6]=[C:4]2[N:25]1[CH2:29][CH2:28][CH2:27][CH2:26]1)([CH3:14])([CH3:13])[CH3:12], predict the reactants needed to synthesize it. The reactants are: [NH2:1][C:2]1[CH:10]=[CH:9][C:8]([C:11]([CH3:14])([CH3:13])[CH3:12])=[CH:7][C:3]=1[C:4]([NH2:6])=O.[Cl:15][C:16]1[CH:24]=[CH:23][CH:22]=[CH:21][C:17]=1[C:18](Cl)=O.[NH:25]1[CH2:29][CH2:28][CH2:27][CH2:26]1.